From a dataset of Rat liver microsome stability data. Regression/Classification. Given a drug SMILES string, predict its absorption, distribution, metabolism, or excretion properties. Task type varies by dataset: regression for continuous measurements (e.g., permeability, clearance, half-life) or binary classification for categorical outcomes (e.g., BBB penetration, CYP inhibition). Dataset: rlm. (1) The molecule is COc1cccc(CNc2ccc(S(=O)(=O)Nc3cc(C)on3)cc2)c1O. The result is 0 (unstable in rat liver microsomes). (2) The drug is C=C1c2cccc(O)c2C(O)=C2C(=O)[C@]3(O)C(O)=C(C(N)=O)C(=O)[C@@H](N(C)C)[C@@H]3[C@@H](O)[C@H]12. The result is 0 (unstable in rat liver microsomes). (3) The compound is CCC(C)C1NC(=O)C2CCCN2C(=O)C(CC(C)C)OC(=O)CCNC(=O)C(C)N(C)C(=O)C(C(C)C)N(C)C1=O. The result is 1 (stable in rat liver microsomes). (4) The molecule is COc1ccccc1OCCNCC(O)COc1cccc2[nH]c3ccccc3c12. The result is 1 (stable in rat liver microsomes).